Dataset: Catalyst prediction with 721,799 reactions and 888 catalyst types from USPTO. Task: Predict which catalyst facilitates the given reaction. (1) Product: [CH2:23]([N:10]1[CH:11]=[C:12]([C:14]2[CH:15]=[CH:16][C:17]([O:20][CH3:21])=[CH:18][CH:19]=2)[N:13]=[C:9]1[C:3]1[CH:4]=[CH:5][CH:6]=[CH:7][CH:8]=1)[CH2:24][CH2:25][CH3:26]. Reactant: [OH-].[K+].[C:3]1([C:9]2[NH:10][CH:11]=[C:12]([C:14]3[CH:19]=[CH:18][C:17]([O:20][CH3:21])=[CH:16][CH:15]=3)[N:13]=2)[CH:8]=[CH:7][CH:6]=[CH:5][CH:4]=1.Br[CH2:23][CH2:24][CH2:25][CH3:26]. The catalyst class is: 16. (2) The catalyst class is: 151. Product: [C:1]([CH2:3][NH:4][C:5](=[O:34])[C@@H:6]([O:11][C@H:12]([C:28]1[CH:29]=[CH:30][CH:31]=[CH:32][CH:33]=1)[C:13]1[CH:14]=[CH:15][C:16]([C:36]2[CH:41]=[CH:40][C:39]([C:42]3[CH:47]=[CH:46][N:45]=[CH:44][CH:43]=3)=[CH:38][CH:37]=2)=[CH:17][CH:18]=1)[CH2:7][CH:8]([CH3:10])[CH3:9])#[N:2]. Reactant: [C:1]([CH2:3][NH:4][C:5](=[O:34])[C@@H:6]([O:11][C@H:12]([C:28]1[CH:33]=[CH:32][CH:31]=[CH:30][CH:29]=1)[C:13]1[CH:18]=[CH:17][C:16](B2OC(C)(C)C(C)(C)O2)=[CH:15][CH:14]=1)[CH2:7][CH:8]([CH3:10])[CH3:9])#[N:2].Br[C:36]1[CH:41]=[CH:40][C:39]([C:42]2[CH:47]=[CH:46][N:45]=[CH:44][CH:43]=2)=[CH:38][CH:37]=1.C([O-])([O-])=O.[K+].[K+].C([O-])(O)=O.[Na+].